Dataset: Catalyst prediction with 721,799 reactions and 888 catalyst types from USPTO. Task: Predict which catalyst facilitates the given reaction. (1) Reactant: C[O:2][C:3]1[CH:8]=[CH:7][C:6]([N:9]2[C:17]3[C:12](=[CH:13][CH:14]=[CH:15][CH:16]=3)[CH:11]=[N:10]2)=[CH:5][CH:4]=1.B(Br)(Br)Br.C(=O)(O)[O-].[Na+]. Product: [N:9]1([C:6]2[CH:7]=[CH:8][C:3]([OH:2])=[CH:4][CH:5]=2)[C:17]2[C:12](=[CH:13][CH:14]=[CH:15][CH:16]=2)[CH:11]=[N:10]1. The catalyst class is: 4. (2) Product: [C:11]([O:14][CH2:15][C:16]([NH:6][CH2:5][CH2:4][C:3]1[CH:7]=[CH:8][CH:9]=[CH:10][C:2]=1[Br:1])=[O:17])(=[O:13])[CH3:12]. Reactant: [Br:1][C:2]1[CH:10]=[CH:9][CH:8]=[CH:7][C:3]=1[CH2:4][CH2:5][NH2:6].[C:11]([O:14][CH2:15][C:16](O)=[O:17])(=[O:13])[CH3:12].CN(C(ON1N=NC2C=CC=NC1=2)=[N+](C)C)C.F[P-](F)(F)(F)(F)F.CCN(C(C)C)C(C)C. The catalyst class is: 3.